Predict the reactants needed to synthesize the given product. From a dataset of Full USPTO retrosynthesis dataset with 1.9M reactions from patents (1976-2016). Given the product [CH2:1]([O:3][C:4](=[O:18])[C:5]1[CH:10]=[CH:9][C:8]([N:11]2[CH2:16][CH2:15][CH:14]([F:25])[CH2:13][CH2:12]2)=[CH:7][CH:6]=1)[CH3:2], predict the reactants needed to synthesize it. The reactants are: [CH2:1]([O:3][C:4](=[O:18])[C:5]1[CH:10]=[CH:9][C:8]([N:11]2[CH2:16][CH2:15][CH:14](O)[CH2:13][CH2:12]2)=[CH:7][CH:6]=1)[CH3:2].CCN(S(F)(F)[F:25])CC.